From a dataset of Catalyst prediction with 721,799 reactions and 888 catalyst types from USPTO. Predict which catalyst facilitates the given reaction. (1) Reactant: [CH3:1][Si:2]([C:5]#[CH:6])([CH3:4])[CH3:3].C([Mg]Br)C.[C:11]([O:15][C:16]([N:18]1[CH2:22][CH2:21][CH2:20][C@H:19]1[C:23](=[O:28])N(OC)C)=[O:17])([CH3:14])([CH3:13])[CH3:12].[Cl-].[NH4+]. Product: [C:11]([O:15][C:16]([N:18]1[CH2:22][CH2:21][CH2:20][C@H:19]1[C:23](=[O:28])[C:6]#[C:5][Si:2]([CH3:4])([CH3:3])[CH3:1])=[O:17])([CH3:14])([CH3:13])[CH3:12]. The catalyst class is: 7. (2) Reactant: [Br:1][C:2]1[C:3]([S:14]C(C)(C)C)=[C:4]([CH:8]=[C:9]([N+:11]([O-:13])=[O:12])[CH:10]=1)[CH:5]=[N:6]O.C1(C)C=CC(S(O)(=O)=O)=CC=1. Product: [Br:1][C:2]1[C:3]2[S:14][N:6]=[CH:5][C:4]=2[CH:8]=[C:9]([N+:11]([O-:13])=[O:12])[CH:10]=1. The catalyst class is: 51. (3) Reactant: [CH2:1]([O:3][C:4]1[CH:5]=[C:6]([NH2:13])[N:7]=[N:8][C:9]=1[O:10][CH2:11][CH3:12])[CH3:2].[N+:14]([O-])([OH:16])=[O:15]. Product: [CH2:1]([O:3][C:4]1[CH:5]=[C:6]([NH:13][N+:14]([O-:16])=[O:15])[N:7]=[N:8][C:9]=1[O:10][CH2:11][CH3:12])[CH3:2]. The catalyst class is: 65. (4) The catalyst class is: 7. Reactant: [CH2:1]([O:8][C:9]1[CH:14]=[CH:13][C:12](Br)=[CH:11][C:10]=1[O:16][CH3:17])[C:2]1[CH:7]=[CH:6][CH:5]=[CH:4][CH:3]=1.C([Li])CCC.CON(C)[C:26](=[O:37])[C:27]1[CH:32]=[CH:31][CH:30]=[N:29][C:28]=1[C:33]([F:36])([F:35])[F:34].Cl. Product: [CH2:1]([O:8][C:9]1[CH:14]=[CH:13][C:12]([C:26]([C:27]2[C:28]([C:33]([F:36])([F:34])[F:35])=[N:29][CH:30]=[CH:31][CH:32]=2)=[O:37])=[CH:11][C:10]=1[O:16][CH3:17])[C:2]1[CH:7]=[CH:6][CH:5]=[CH:4][CH:3]=1. (5) Reactant: [CH2:1]([O:8][C:9]([N:11]1[CH2:15][CH:14]([CH2:16]OS(C2C=CC(C)=CC=2)(=O)=O)[C:13](=[N:28][O:29][CH3:30])[CH2:12]1)=[O:10])[C:2]1[CH:7]=[CH:6][CH:5]=[CH:4][CH:3]=1.[N-:31]=[N+:32]=[N-:33].[Na+]. Product: [CH2:1]([O:8][C:9]([N:11]1[CH2:12][C:13](=[N:28][O:29][CH3:30])[CH:14]([CH2:16][N:31]=[N+:32]=[N-:33])[CH2:15]1)=[O:10])[C:2]1[CH:7]=[CH:6][CH:5]=[CH:4][CH:3]=1. The catalyst class is: 3. (6) Reactant: [CH2:1]([N:3]([CH2:26][CH3:27])[C:4]1[CH:9]=[C:8]([C:10]2[O:14][N:13]=[C:12]([C:15]3[CH:20]=[C:19]([CH3:21])[C:18]([OH:22])=[C:17]([CH2:23][CH3:24])[CH:16]=3)[N:11]=2)[CH:7]=[C:6]([CH3:25])[N:5]=1)[CH3:2].C1C=CC(P(C2C=CC=CC=2)C2C=CC=CC=2)=CC=1.[CH2:47]1[O:49][C@@H:48]1[CH2:50]O.CCOC(/N=N/C(OCC)=O)=O. Product: [CH2:26]([N:3]([CH2:1][CH3:2])[C:4]1[CH:9]=[C:8]([C:10]2[O:14][N:13]=[C:12]([C:15]3[CH:20]=[C:19]([CH3:21])[C:18]([O:22][CH2:50][C@@H:48]4[CH2:47][O:49]4)=[C:17]([CH2:23][CH3:24])[CH:16]=3)[N:11]=2)[CH:7]=[C:6]([CH3:25])[N:5]=1)[CH3:27]. The catalyst class is: 1. (7) Reactant: [C:1]([O:5][C:6]([NH:8][C@H:9]1[CH2:23][CH2:22][CH2:21][O:20][CH2:19][CH:18]=[CH:17][C@@H:16]2[CH2:24][C@@:15]2([C:25]([O:27]CC)=[O:26])[NH:14][C:13](=[O:30])[C@@H:12]2[CH2:31][C@@H:32]([O:34][C:35]([N:37]3[CH2:45][C:44]4[C:39](=[CH:40][CH:41]=[CH:42][C:43]=4[Cl:46])[CH2:38]3)=[O:36])[CH2:33][N:11]2[C:10]1=[O:47])=[O:7])([CH3:4])([CH3:3])[CH3:2].[OH-].[Na+].O.CCOCC. Product: [C:1]([O:5][C:6]([NH:8][C@H:9]1[CH2:23][CH2:22][CH2:21][O:20][CH2:19][CH:18]=[CH:17][C@@H:16]2[CH2:24][C@@:15]2([C:25]([OH:27])=[O:26])[NH:14][C:13](=[O:30])[C@@H:12]2[CH2:31][C@@H:32]([O:34][C:35]([N:37]3[CH2:45][C:44]4[C:39](=[CH:40][CH:41]=[CH:42][C:43]=4[Cl:46])[CH2:38]3)=[O:36])[CH2:33][N:11]2[C:10]1=[O:47])=[O:7])([CH3:4])([CH3:2])[CH3:3]. The catalyst class is: 1. (8) Reactant: [CH2:1]([OH:5])[CH2:2][C:3]#[CH:4].C(N(CC)CC)C.[Cl:13][C:14]1[CH:19]=[CH:18][C:17]([S:20](Cl)(=[O:22])=[O:21])=[CH:16][CH:15]=1. Product: [CH2:1]([O:5][S:20]([C:17]1[CH:18]=[CH:19][C:14]([Cl:13])=[CH:15][CH:16]=1)(=[O:22])=[O:21])[CH2:2][C:3]#[CH:4]. The catalyst class is: 11.